The task is: Predict the reactants needed to synthesize the given product.. This data is from Full USPTO retrosynthesis dataset with 1.9M reactions from patents (1976-2016). (1) Given the product [Cl:11][C:6]1[CH:7]=[CH:8][CH:9]=[C:10]2[C:5]=1[C:4]([CH:13]([C:4]1[C:5]3[C:10](=[CH:9][CH:8]=[CH:7][C:6]=3[Cl:11])[N:2]([CH3:1])[CH:3]=1)[C:14]1[O:20][C:17]([CH2:18][OH:19])=[CH:16][CH:15]=1)=[CH:3][N:2]2[CH3:1], predict the reactants needed to synthesize it. The reactants are: [CH3:1][N:2]1[C:10]2[C:5](=[C:6]([Cl:11])[CH:7]=[CH:8][CH:9]=2)[CH:4]=[CH:3]1.O[CH2:13][C:14]1[O:20][C:17]([CH:18]=[O:19])=[CH:16][CH:15]=1. (2) Given the product [CH3:1][C:2]1([CH3:14])[C:10]2[C:5](=[CH:6][CH:7]=[C:8]([C:11]([OH:17])=[O:15])[CH:9]=2)[C:4](=[O:13])[O:3]1, predict the reactants needed to synthesize it. The reactants are: [CH3:1][C:2]1([CH3:14])[C:10]2[C:5](=[CH:6][CH:7]=[C:8]([C:11]#N)[CH:9]=2)[C:4](=[O:13])[O:3]1.[OH2:15].Cl.[OH-:17].[Na+]. (3) Given the product [Cl:1][C:2]1[CH:7]=[CH:6][CH:5]=[C:4]([Cl:8])[C:3]=1[C:9]1[C:13]([CH2:14][NH:15][C:16]2[S:17][C:18]3[CH:24]=[C:23]([C:25]4[CH:26]=[C:27]([CH:32]=[CH:33][CH:34]=4)[C:28]([OH:30])=[O:29])[CH:22]=[CH:21][C:19]=3[N:20]=2)=[C:12]([CH:35]([CH3:37])[CH3:36])[O:11][N:10]=1, predict the reactants needed to synthesize it. The reactants are: [Cl:1][C:2]1[CH:7]=[CH:6][CH:5]=[C:4]([Cl:8])[C:3]=1[C:9]1[C:13]([CH2:14][NH:15][C:16]2[S:17][C:18]3[CH:24]=[C:23]([C:25]4[CH:26]=[C:27]([CH:32]=[CH:33][CH:34]=4)[C:28]([O:30]C)=[O:29])[CH:22]=[CH:21][C:19]=3[N:20]=2)=[C:12]([CH:35]([CH3:37])[CH3:36])[O:11][N:10]=1.[OH-].[Li+]. (4) Given the product [O:24]=[C:15]1[C:16]2[C:21](=[CH:20][CH:19]=[CH:18][CH:17]=2)[C:22](=[O:23])[N:14]1[CH2:13][CH2:12][C@:5]([C:4]([O:3][CH2:1][CH3:2])=[O:25])([CH3:11])[C:6]([OH:8])=[O:7], predict the reactants needed to synthesize it. The reactants are: [CH2:1]([O:3][C:4](=[O:25])[C:5]([CH2:12][CH2:13][N:14]1[C:22](=[O:23])[C:21]2[C:16](=[CH:17][CH:18]=[CH:19][CH:20]=2)[C:15]1=[O:24])([CH3:11])[C:6]([O:8]CC)=[O:7])[CH3:2].P([O-])([O-])([O-])=O.[OH-].[Na+]. (5) The reactants are: [NH2:1][C:2]12[C:20](=[O:21])[C:19]3[C:14](=[CH:15][CH:16]=[CH:17][CH:18]=3)[C:3]1([OH:22])[O:4][C:5]1[CH:10]=[C:9]([CH:11]([CH3:13])[CH3:12])[CH:8]=[CH:7][C:6]=12.[CH:23]1([N:29]2[C:33]([C:34]([F:37])([F:36])[F:35])=[C:32]([C:38](O)=[O:39])[CH:31]=[N:30]2)[CH:28]=[CH:27][CH:26]=[CH:25][CH2:24]1.CCN=C=NCCCN(C)C.Cl.C1C=CC2N(O)N=NC=2C=1. Given the product [OH:22][C:3]12[C:14]3[C:19](=[CH:18][CH:17]=[CH:16][CH:15]=3)[C:20](=[O:21])[C:2]1([NH:1][C:38]([C:32]1[CH:31]=[N:30][N:29]([C:23]3[CH:28]=[CH:27][CH:26]=[CH:25][CH:24]=3)[C:33]=1[C:34]([F:36])([F:37])[F:35])=[O:39])[C:6]1[CH:7]=[CH:8][C:9]([CH:11]([CH3:13])[CH3:12])=[CH:10][C:5]=1[O:4]2, predict the reactants needed to synthesize it. (6) Given the product [CH2:43]([S:42][CH2:41][C:32]1[C:31]2[C:36](=[CH:37][CH:38]=[C:29]([C:24]3[CH:25]=[CH:26][S:14][CH:23]=3)[CH:30]=2)[NH:35][C:34]([CH3:39])([CH3:40])[CH:33]=1)[CH:44]=[CH2:45], predict the reactants needed to synthesize it. The reactants are: CC1(C)C=C(C)C2C(=CC=C(O[S:14](C(F)(F)F)(=O)=O)C=2)N1.F[C:23]1C=C[CH:26]=[CH:25][C:24]=1[C:29]1[CH:30]=[C:31]2[C:36](=[CH:37][CH:38]=1)[NH:35][C:34]([CH3:40])([CH3:39])[CH:33]=[C:32]2[CH2:41][S:42][CH2:43][CH2:44][C:45]1C=CC=CC=1.FC1C=CC=CC=1B(O)O.C1(CCS)C=CC=CC=1.